Dataset: Full USPTO retrosynthesis dataset with 1.9M reactions from patents (1976-2016). Task: Predict the reactants needed to synthesize the given product. (1) The reactants are: [NH:1]1[C:9]2[C:4](=[CH:5][CH:6]=[CH:7][CH:8]=2)[CH2:3][C:2]1=[O:10].[N:11]1([CH2:17][CH2:18][CH2:19][C:20]2[C:21]3[CH2:31][CH2:30][CH2:29][CH2:28][CH2:27][C:22]=3[NH:23][C:24]=2[CH:25]=O)[CH2:16][CH2:15][O:14][CH2:13][CH2:12]1.N1CCCCC1. Given the product [N:11]1([CH2:17][CH2:18][CH2:19][C:20]2[C:21]3[CH2:31][CH2:30][CH2:29][CH2:28][CH2:27][C:22]=3[NH:23][C:24]=2/[CH:25]=[C:3]2\[C:2](=[O:10])[NH:1][C:9]3[C:4]\2=[CH:5][CH:6]=[CH:7][CH:8]=3)[CH2:16][CH2:15][O:14][CH2:13][CH2:12]1, predict the reactants needed to synthesize it. (2) Given the product [F:34][CH:4]([F:3])[C:5]1[CH:6]=[C:7]([N:11]2[C:16]3[CH2:17][CH2:18][C:19](=[O:20])[C:15]=3[CH:14]([C:21]3[CH:28]=[CH:27][C:24]([C:25]#[N:26])=[CH:23][C:22]=3[S:29]([CH3:32])(=[O:31])=[O:30])[N:13]([CH3:35])[C:12]2=[O:33])[CH:8]=[CH:9][CH:10]=1, predict the reactants needed to synthesize it. The reactants are: CI.[F:3][CH:4]([F:34])[C:5]1[CH:6]=[C:7]([N:11]2[C:16]3[CH2:17][CH2:18][C:19](=[O:20])[C:15]=3[CH:14]([C:21]3[CH:28]=[CH:27][C:24]([C:25]#[N:26])=[CH:23][C:22]=3[S:29]([CH3:32])(=[O:31])=[O:30])[NH:13][C:12]2=[O:33])[CH:8]=[CH:9][CH:10]=1.[C:35](=O)([O-])[O-].[Cs+].[Cs+].